This data is from Full USPTO retrosynthesis dataset with 1.9M reactions from patents (1976-2016). The task is: Predict the reactants needed to synthesize the given product. (1) Given the product [CH2:23]([N:19]1[C:20]2[C:16](=[CH:15][C:14]([N:9]3[CH2:10][CH2:11][N:7]([C:3]4[CH:2]=[N:1][CH:6]=[CH:5][CH:4]=4)[C:8]3=[O:12])=[CH:22][CH:21]=2)[CH:17]=[CH:18]1)[CH3:24], predict the reactants needed to synthesize it. The reactants are: [N:1]1[CH:6]=[CH:5][CH:4]=[C:3]([N:7]2[CH2:11][CH2:10][NH:9][C:8]2=[O:12])[CH:2]=1.Br[C:14]1[CH:15]=[C:16]2[C:20](=[CH:21][CH:22]=1)[N:19]([CH2:23][CH3:24])[CH:18]=[CH:17]2.N[C@@H]1CCCC[C@H]1N.C(=O)([O-])[O-].[K+].[K+]. (2) Given the product [OH:28][CH2:27][CH2:29][NH:30][C:4]([C:6]1[C:7]2[S:15][CH:14]=[C:13]([CH2:16][O:17][C:18]3[CH:26]=[CH:25][C:21]4[O:22][CH2:23][O:24][C:20]=4[CH:19]=3)[C:8]=2[C:9]([NH2:12])=[N:10][CH:11]=1)=[O:5], predict the reactants needed to synthesize it. The reactants are: C(O[C:4]([C:6]1[C:7]2[S:15][CH:14]=[C:13]([CH2:16][O:17][C:18]3[CH:26]=[CH:25][C:21]4[O:22][CH2:23][O:24][C:20]=4[CH:19]=3)[C:8]=2[C:9]([NH2:12])=[N:10][CH:11]=1)=[O:5])C.[CH2:27]([CH2:29][NH2:30])[OH:28]. (3) Given the product [CH3:1][N+:2]1([CH3:23])[CH2:6][CH:5]([O:7][C:8]([C:10]([OH:22])([CH:17]2[CH2:18][CH2:19][CH2:20][CH2:21]2)[C:11]2[CH:12]=[CH:13][CH:14]=[CH:15][CH:16]=2)=[O:9])[CH2:4][CH2:3]1.[S:25]([C:29]1[CH:35]=[CH:34][C:32]([CH3:33])=[CH:31][CH:30]=1)([O-:28])(=[O:27])=[O:26], predict the reactants needed to synthesize it. The reactants are: [CH3:1][N+:2]1([CH3:23])[CH2:6][CH:5]([O:7][C:8]([C:10]([OH:22])([CH:17]2[CH2:21][CH2:20][CH2:19][CH2:18]2)[C:11]2[CH:12]=[CH:13][CH:14]=[CH:15][CH:16]=2)=[O:9])[CH2:4][CH2:3]1.[Br-].[S:25]([C:29]1[CH:35]=[CH:34][C:32]([CH3:33])=[CH:31][CH:30]=1)([O-:28])(=[O:27])=[O:26].[Ag+]. (4) Given the product [CH2:26]([NH:33][C:11]([C:9]1[NH:8][C:7]2=[C:2]([Cl:1])[N:3]=[CH:4][CH:5]=[C:6]2[CH:10]=1)=[O:13])[C:27]1[CH:32]=[CH:31][CH:30]=[CH:29][CH:28]=1, predict the reactants needed to synthesize it. The reactants are: [Cl:1][C:2]1[N:3]=[CH:4][CH:5]=[C:6]2[CH:10]=[C:9]([C:11]([OH:13])=O)[NH:8][C:7]=12.C(N1C=CN=C1)(N1C=CN=C1)=O.[CH2:26]([NH2:33])[C:27]1[CH:32]=[CH:31][CH:30]=[CH:29][CH:28]=1.O. (5) Given the product [Br:1][C:2]1[C:3]([CH3:9])=[N:4][C:5]([N:11]2[CH2:16][CH2:15][CH2:14][C@@H:13]([OH:17])[CH2:12]2)=[N:6][CH:7]=1, predict the reactants needed to synthesize it. The reactants are: [Br:1][C:2]1[C:3]([CH3:9])=[N:4][C:5](Cl)=[N:6][CH:7]=1.Cl.[NH:11]1[CH2:16][CH2:15][CH2:14][C@@H:13]([OH:17])[CH2:12]1.CCN(CC)CC. (6) The reactants are: [O:1]1[C:5]2[CH:6]=[CH:7][C:8]([C:10]3[CH:15]=[CH:14][C:13]([C:16]4[N:21]=[C:20]([O:22][CH2:23][CH2:24][CH2:25][CH2:26][C:27]([CH3:57])([CH3:56])[CH2:28][NH:29][C:30](=[O:55])[CH:31]([NH:47]C(OC(C)(C)C)=O)[CH2:32][C:33]([NH:35][CH2:36][CH:37]([OH:46])[CH:38]([OH:45])[CH:39]([OH:44])[CH:40]([OH:43])[CH2:41][OH:42])=[O:34])[CH:19]=[CH:18][CH:17]=4)=[CH:12][CH:11]=3)=[CH:9][C:4]=2[O:3][CH2:2]1.FC(F)(F)C(O)=O. Given the product [NH2:47][CH:31]([CH2:32][C:33]([NH:35][CH2:36][CH:37]([OH:46])[CH:38]([OH:45])[CH:39]([OH:44])[CH:40]([OH:43])[CH2:41][OH:42])=[O:34])[C:30]([NH:29][CH2:28][C:27]([CH3:57])([CH3:56])[CH2:26][CH2:25][CH2:24][CH2:23][O:22][C:20]1[CH:19]=[CH:18][CH:17]=[C:16]([C:13]2[CH:12]=[CH:11][C:10]([C:8]3[CH:7]=[CH:6][C:5]4[O:1][CH2:2][O:3][C:4]=4[CH:9]=3)=[CH:15][CH:14]=2)[N:21]=1)=[O:55], predict the reactants needed to synthesize it. (7) Given the product [Br:27][C:28]1[CH:29]=[CH:30][C:31]([CH2:36][CH2:37][C:38]2[CH:43]=[CH:42][CH:41]=[C:40]([O:44][CH3:45])[C:39]=2[CH3:46])=[C:32]([CH2:34][I:20])[CH:33]=1, predict the reactants needed to synthesize it. The reactants are: C1(P(C2C=CC=CC=2)C2C=CC=CC=2)C=CC=CC=1.[I:20]I.N1C=CN=C1.[Br:27][C:28]1[CH:29]=[CH:30][C:31]([CH2:36][CH2:37][C:38]2[CH:43]=[CH:42][CH:41]=[C:40]([O:44][CH3:45])[C:39]=2[CH3:46])=[C:32]([CH2:34]O)[CH:33]=1. (8) Given the product [NH2:45][S:42]([C:37]1[C:36]([OH:46])=[C:35]([NH:34][C:32]([NH:29][C:6]2[C:2]([CH3:1])=[N:3][O:4][CH:5]=2)=[O:17])[CH:40]=[CH:39][C:38]=1[Cl:41])(=[O:44])=[O:43], predict the reactants needed to synthesize it. The reactants are: [CH3:1][C:2]1[C:6](C(O)=O)=[CH:5][O:4][N:3]=1.C1(P(N=[N+]=[N-])(C2C=CC=CC=2)=[O:17])C=CC=CC=1.C([N:29]([CH2:32]C)CC)C.[NH2:34][C:35]1[C:36]([OH:46])=[C:37]([S:42]([NH2:45])(=[O:44])=[O:43])[C:38]([Cl:41])=[CH:39][CH:40]=1. (9) Given the product [Si:1]([O:8][C@H:9]1[CH2:13][N:12]([C:14]([O:16][C:17]([CH3:20])([CH3:19])[CH3:18])=[O:15])[C@H:11]([CH2:21][OH:22])[CH2:10]1)([C:4]([CH3:7])([CH3:6])[CH3:5])([CH3:3])[CH3:2], predict the reactants needed to synthesize it. The reactants are: [Si:1]([O:8][C@H:9]1[CH2:13][N:12]([C:14]([O:16][C:17]([CH3:20])([CH3:19])[CH3:18])=[O:15])[C@H:11]([C:21](OC)=[O:22])[CH2:10]1)([C:4]([CH3:7])([CH3:6])[CH3:5])([CH3:3])[CH3:2].[H-].C([Al+]CC(C)C)C(C)C. (10) Given the product [CH2:1]([O:8][C:9]([NH:11][C@H:12]([C:13]([OH:15])=[O:14])[C@@H:17]([CH3:18])[O:19][Si:20]([C:23]([CH3:25])([CH3:24])[CH3:26])([CH3:21])[CH3:22])=[O:10])[C:2]1[CH:3]=[CH:4][CH:5]=[CH:6][CH:7]=1, predict the reactants needed to synthesize it. The reactants are: [CH2:1]([O:8][C:9]([NH:11][C@@H:12]([C@H:17]([O:19][Si:20]([C:23]([CH3:26])([CH3:25])[CH3:24])([CH3:22])[CH3:21])[CH3:18])[C:13]([O:15]C)=[O:14])=[O:10])[C:2]1[CH:7]=[CH:6][CH:5]=[CH:4][CH:3]=1.O[Li].O.